From a dataset of Catalyst prediction with 721,799 reactions and 888 catalyst types from USPTO. Predict which catalyst facilitates the given reaction. (1) Reactant: C1C(=O)N([Br:8])C(=O)C1.[CH2:9]([O:11][C:12]([C:14]1[NH:15][C:16]2[C:21]([CH:22]=1)=[CH:20][C:19]([C:23]1[CH:28]=[CH:27][C:26]([O:29][CH:30]([CH3:32])[CH3:31])=[CH:25][CH:24]=1)=[CH:18][CH:17]=2)=[O:13])[CH3:10].C(OC(C1NC2C(C=1)=CC(Br)=CC=2)=O)C.C(OC1C=CC(B(O)O)=CC=1)(C)C.[O-]S([O-])(=S)=O.[Na+].[Na+]. Product: [CH2:9]([O:11][C:12]([C:14]1[NH:15][C:16]2[C:21]([C:22]=1[Br:8])=[CH:20][C:19]([C:23]1[CH:28]=[CH:27][C:26]([O:29][CH:30]([CH3:31])[CH3:32])=[CH:25][CH:24]=1)=[CH:18][CH:17]=2)=[O:13])[CH3:10]. The catalyst class is: 21. (2) Reactant: [Cl:1][C:2]1[CH:3]=[CH:4][C:5]2[S:9][C:8](=[O:10])[N:7]([CH2:11][CH:12]=O)[C:6]=2[CH:14]=1.[O:15]1[C:24]2[CH:23]=[C:22]([CH2:25][N:26]([CH:34]3[CH2:39][CH2:38][NH:37][CH2:36][CH2:35]3)[C:27](=[O:33])[O:28][C:29]([CH3:32])([CH3:31])[CH3:30])[N:21]=[CH:20][C:19]=2[O:18][CH2:17][CH2:16]1.CO. Product: [Cl:1][C:2]1[CH:3]=[CH:4][C:5]2[S:9][C:8](=[O:10])[N:7]([CH2:11][CH2:12][N:37]3[CH2:36][CH2:35][CH:34]([N:26]([CH2:25][C:22]4[N:21]=[CH:20][C:19]5[O:18][CH2:17][CH2:16][O:15][C:24]=5[CH:23]=4)[C:27](=[O:33])[O:28][C:29]([CH3:31])([CH3:32])[CH3:30])[CH2:39][CH2:38]3)[C:6]=2[CH:14]=1. The catalyst class is: 845. (3) Reactant: Br[C:2]1[CH:3]=[CH:4][C:5]2[N:11]3[C:12]([CH3:15])=[N:13][N:14]=[C:10]3[C@H:9]([CH3:16])[CH2:8][N:7]([C:17]3[CH:22]=[CH:21][C:20]([S:23]([CH3:26])(=[O:25])=[O:24])=[CH:19][CH:18]=3)[C:6]=2[CH:27]=1.CC1(C)C(C)(C)OB([C:36]2[CH:37]=[CH:38][C:39](=[O:42])[NH:40][CH:41]=2)O1.C([O-])([O-])=O.[Cs+].[Cs+]. Product: [CH3:15][C:12]1[N:11]2[C:5]3[CH:4]=[CH:3][C:2]([C:36]4[CH:37]=[CH:38][C:39](=[O:42])[NH:40][CH:41]=4)=[CH:27][C:6]=3[N:7]([C:17]3[CH:22]=[CH:21][C:20]([S:23]([CH3:26])(=[O:24])=[O:25])=[CH:19][CH:18]=3)[CH2:8][C@@H:9]([CH3:16])[C:10]2=[N:14][N:13]=1. The catalyst class is: 70. (4) Reactant: [Cl-].[C:2](Cl)(=[O:9])[C:3]1[CH:8]=[CH:7][CH:6]=[CH:5][CH:4]=1.[CH3:11][N:12]1[CH:16]=[CH:15][CH:14]=[C:13]1[CH2:17][C:18]#[N:19].Cl. Product: [C:2]([C:16]1[N:12]([CH3:11])[C:13]([CH2:17][C:18]#[N:19])=[CH:14][CH:15]=1)(=[O:9])[C:3]1[CH:8]=[CH:7][CH:6]=[CH:5][CH:4]=1. The catalyst class is: 2. (5) Reactant: [CH3:1][O:2][C:3]1[CH:4]=[C:5]2[C:10](=[CH:11][C:12]=1[O:13][CH3:14])[N:9]=[CH:8][N:7]=[C:6]2[S:15][C:16]1[CH:17]=[C:18]([CH:20]=[CH:21][CH:22]=1)[NH2:19].[C:23]([C:25]([C:28]1[CH:32]=[C:31]([NH:33][C:34](=O)[O:35]C2C=CC=CC=2)[N:30]([C:43]2[CH:48]=[CH:47][CH:46]=[CH:45][CH:44]=2)[N:29]=1)([CH3:27])[CH3:26])#[N:24]. Product: [C:23]([C:25]([C:28]1[CH:32]=[C:31]([NH:33][C:34]([NH:19][C:18]2[CH:20]=[CH:21][CH:22]=[C:16]([S:15][C:6]3[C:5]4[C:10](=[CH:11][C:12]([O:13][CH3:14])=[C:3]([O:2][CH3:1])[CH:4]=4)[N:9]=[CH:8][N:7]=3)[CH:17]=2)=[O:35])[N:30]([C:43]2[CH:48]=[CH:47][CH:46]=[CH:45][CH:44]=2)[N:29]=1)([CH3:27])[CH3:26])#[N:24]. The catalyst class is: 230. (6) Reactant: [C:1]1([C:7]2[CH:19]=[CH:18][C:10]3[S:11][C:12]4[CH:17]=[CH:16][CH:15]=[CH:14][C:13]=4[C:9]=3[CH:8]=2)[CH:6]=[CH:5][CH:4]=[CH:3][CH:2]=1.C([Li])CCC.C[O:26][B:27](OC)[O:28]C. Product: [C:1]1([C:7]2[CH:19]=[CH:18][C:10]3[S:11][C:12]4[C:17]([B:27]([OH:28])[OH:26])=[CH:16][CH:15]=[CH:14][C:13]=4[C:9]=3[CH:8]=2)[CH:6]=[CH:5][CH:4]=[CH:3][CH:2]=1. The catalyst class is: 7. (7) Reactant: Br[C:2]1[CH:3]=[C:4]([CH:21]=[CH:22][CH:23]=1)[CH2:5][N:6]([CH2:17][CH:18]([CH3:20])[CH3:19])[S:7]([C:10]1[CH:15]=[CH:14][CH:13]=[CH:12][C:11]=1[Cl:16])(=[O:9])=[O:8].[CH3:24][S:25]([C:28]1[CH:29]=[C:30](B(O)O)[CH:31]=[CH:32][CH:33]=1)(=[O:27])=[O:26].C([O-])([O-])=O.[Na+].[Na+]. Product: [Cl:16][C:11]1[CH:12]=[CH:13][CH:14]=[CH:15][C:10]=1[S:7]([N:6]([CH2:17][CH:18]([CH3:20])[CH3:19])[CH2:5][C:4]1[CH:3]=[C:2]([C:32]2[CH:31]=[CH:30][CH:29]=[C:28]([S:25]([CH3:24])(=[O:27])=[O:26])[CH:33]=2)[CH:23]=[CH:22][CH:21]=1)(=[O:9])=[O:8]. The catalyst class is: 38. (8) Reactant: [S:1]1[C:5]2[CH:6]=[C:7]([NH:10][S:11]([C:14]3[C:15](Cl)=[N:16][CH:17]=[CH:18][CH:19]=3)(=[O:13])=[O:12])[CH:8]=[CH:9][C:4]=2[N:3]=[CH:2]1.FC1C=C(OC)C=C(F)C=1CN.ClC(Cl)(OC(=O)OC(Cl)(Cl)Cl)Cl.[F:45][C:46]1[CH:75]=[C:74]([O:76][CH3:77])[CH:73]=[C:72]([F:78])[C:47]=1[CH2:48][N:49]1C2N=CC=CC=2S(=O)(=O)N(C2C=CC(OC)=C(OC)C=2)[C:50]1=[O:71].FC1C=CC2N(C(C3C=CC=CC=3F)C)C(=O)N(C3C=CC=C(SC)C=3)S(=O)(=O)C=2C=1. Product: [S:1]1[C:5]2[CH:6]=[C:7]([N:10]3[C:50](=[O:71])[N:49]([CH2:48][C:47]4[C:72]([F:78])=[CH:73][C:74]([O:76][CH3:77])=[CH:75][C:46]=4[F:45])[C:15]4[N:16]=[CH:17][CH:18]=[CH:19][C:14]=4[S:11]3(=[O:13])=[O:12])[CH:8]=[CH:9][C:4]=2[N:3]=[CH:2]1. The catalyst class is: 12. (9) Reactant: [Cl:1][C:2]1[CH:3]=[CH:4][C:5]([C:28]#[N:29])=[C:6]([C:8]2[C:13]([O:14][CH3:15])=[CH:12][N:11]([CH:16]([CH2:20][CH2:21][O:22][C:23]([F:26])([F:25])[F:24])[C:17](O)=[O:18])[C:10](=[O:27])[CH:9]=2)[CH:7]=1.[NH2:30][C:31]1[CH:43]=[CH:42][C:34]([C:35]([O:37][C:38]([CH3:41])([CH3:40])[CH3:39])=[O:36])=[CH:33][CH:32]=1.CC(C)N=C=NC(C)C. Product: [Cl:1][C:2]1[CH:3]=[CH:4][C:5]([C:28]#[N:29])=[C:6]([C:8]2[C:13]([O:14][CH3:15])=[CH:12][N:11]([CH:16]([CH2:20][CH2:21][O:22][C:23]([F:25])([F:26])[F:24])[C:17]([NH:30][C:31]3[CH:43]=[CH:42][C:34]([C:35]([O:37][C:38]([CH3:39])([CH3:40])[CH3:41])=[O:36])=[CH:33][CH:32]=3)=[O:18])[C:10](=[O:27])[CH:9]=2)[CH:7]=1. The catalyst class is: 9. (10) Reactant: [NH3:1].[N:2]1([C@@H:7]([CH2:12][CH3:13])[C:8](OC)=[O:9])[CH2:6][CH2:5][CH2:4][CH2:3]1. Product: [N:2]1([C@@H:7]([CH2:12][CH3:13])[C:8]([NH2:1])=[O:9])[CH2:6][CH2:5][CH2:4][CH2:3]1. The catalyst class is: 6.